Dataset: Peptide-MHC class II binding affinity with 134,281 pairs from IEDB. Task: Regression. Given a peptide amino acid sequence and an MHC pseudo amino acid sequence, predict their binding affinity value. This is MHC class II binding data. (1) The peptide sequence is GADATAAAAFEQFLA. The MHC is HLA-DQA10101-DQB10501 with pseudo-sequence HLA-DQA10101-DQB10501. The binding affinity (normalized) is 0.398. (2) The peptide sequence is QKQITKIQNFRVYYR. The MHC is DRB1_0101 with pseudo-sequence DRB1_0101. The binding affinity (normalized) is 0.902. (3) The peptide sequence is IGRFYIQMCTELKLSDYEG. The MHC is DRB1_0802 with pseudo-sequence DRB1_0802. The binding affinity (normalized) is 0.428. (4) The peptide sequence is ALVLLILMTARTVYD. The MHC is DRB1_0101 with pseudo-sequence DRB1_0101. The binding affinity (normalized) is 0.991. (5) The peptide sequence is YDKFLANVSAVLTGK. The MHC is DRB1_1101 with pseudo-sequence DRB1_1101. The binding affinity (normalized) is 0.361. (6) The peptide sequence is PVQEFTVPRTKYTAT. The MHC is DRB1_1501 with pseudo-sequence DRB1_1501. The binding affinity (normalized) is 0.438.